From a dataset of Forward reaction prediction with 1.9M reactions from USPTO patents (1976-2016). Predict the product of the given reaction. Given the reactants [Cl:1][C:2]1[CH:7]=[CH:6][CH:5]=[CH:4][C:3]=1[S:8]([N:11]1[CH2:16][CH2:15][N:14]([C:17]2[S:18][CH:19]=[C:20]([C:22]([OH:24])=O)[N:21]=2)[CH2:13][CH2:12]1)(=[O:10])=[O:9].CC[N:27]=C=NCCCN(C)C.C1C=CC2N(O)N=NC=2C=1.C([O-])=O.[NH4+], predict the reaction product. The product is: [Cl:1][C:2]1[CH:7]=[CH:6][CH:5]=[CH:4][C:3]=1[S:8]([N:11]1[CH2:16][CH2:15][N:14]([C:17]2[S:18][CH:19]=[C:20]([C:22]([NH2:27])=[O:24])[N:21]=2)[CH2:13][CH2:12]1)(=[O:10])=[O:9].